From a dataset of Reaction yield outcomes from USPTO patents with 853,638 reactions. Predict the reaction yield, written as a fraction of the theoretical maximum amount of product (1.0 means a 100% yield; for example, 0.34 means a 34% yield). (1) The reactants are [N+:1]([C:4]1[NH:5][CH:6]=[CH:7][N:8]=1)([O-:3])=[O:2].[CH3:9][O:10][C:11](=[O:35])[C@H:12]([CH2:33]O)[NH:13][C:14]([C:27]1[CH:32]=[CH:31][CH:30]=[CH:29][CH:28]=1)([C:21]1[CH:26]=[CH:25][CH:24]=[CH:23][CH:22]=1)[C:15]1[CH:20]=[CH:19][CH:18]=[CH:17][CH:16]=1.C1(P(C2C=CC=CC=2)C2C=CC=CC=2)C=CC=CC=1. The catalyst is C1COCC1. The product is [N+:1]([C:4]1[N:5]([CH2:33][C@@H:12]([C:11]([O:10][CH3:9])=[O:35])[NH:13][C:14]([C:15]2[CH:20]=[CH:19][CH:18]=[CH:17][CH:16]=2)([C:27]2[CH:28]=[CH:29][CH:30]=[CH:31][CH:32]=2)[C:21]2[CH:22]=[CH:23][CH:24]=[CH:25][CH:26]=2)[CH:6]=[CH:7][N:8]=1)([O-:3])=[O:2]. The yield is 0.440. (2) The reactants are Cl[C:2]1[C:7]([N+:8]([O-:10])=[O:9])=[CH:6][CH:5]=[C:4]([Cl:11])[N:3]=1.Cl.[CH3:13][O:14][C:15](=[O:24])[C@H:16]([CH2:18][CH2:19][C:20]([O:22][CH3:23])=[O:21])[NH2:17].C([O-])(O)=O.[Na+]. The catalyst is O1CCCC1. The product is [Cl:11][C:4]1[N:3]=[C:2]([NH:17][C@@H:16]([CH2:18][CH2:19][C:20]([O:22][CH3:23])=[O:21])[C:15]([O:14][CH3:13])=[O:24])[C:7]([N+:8]([O-:10])=[O:9])=[CH:6][CH:5]=1. The yield is 0.870. (3) The reactants are [Br:1][C:2]1[CH:3]=[N:4][N:5]([CH:18]([CH3:20])[CH3:19])[C:6]=1[C:7]1[CH:12]=[C:11]([N+:13]([O-])=O)[CH:10]=[CH:9][C:8]=1[O:16][CH3:17].Cl[Sn]Cl. The product is [Br:1][C:2]1[CH:3]=[N:4][N:5]([CH:18]([CH3:20])[CH3:19])[C:6]=1[C:7]1[CH:12]=[C:11]([NH2:13])[CH:10]=[CH:9][C:8]=1[O:16][CH3:17]. The catalyst is C(O)C. The yield is 0.850. (4) The reactants are [Br:1][C:2]1[CH:7]=[CH:6][C:5]([O:8][CH3:9])=[C:4]([N+:10]([O-])=O)[CH:3]=1.Cl. The catalyst is C(O)C.[Fe]. The product is [Br:1][C:2]1[CH:7]=[CH:6][C:5]([O:8][CH3:9])=[C:4]([NH2:10])[CH:3]=1. The yield is 0.820. (5) The reactants are Cl.CN(C)CCCN=C=NCC.[NH2:13][C:14]1[CH:15]=[C:16]2[C:21](=[CH:22][CH:23]=1)[N:20]=[CH:19][N:18]=[C:17]2[NH:24][C:25]1[CH:30]=[CH:29][CH:28]=[C:27]([Br:31])[CH:26]=1.[F:32][C:33]([F:40])([F:39])[CH:34]=[CH:35][C:36](O)=[O:37].O. The catalyst is C1COCC1.CN(C=O)C. The product is [Br:31][C:27]1[CH:26]=[C:25]([NH:24][C:17]2[C:16]3[C:21](=[CH:22][CH:23]=[C:14]([NH:13][C:36](=[O:37])[CH:35]=[CH:34][C:33]([F:40])([F:39])[F:32])[CH:15]=3)[N:20]=[CH:19][N:18]=2)[CH:30]=[CH:29][CH:28]=1. The yield is 0.330. (6) The reactants are [Cl:1][C:2]1[CH:3]=[CH:4][C:5]([F:9])=[C:6]([CH:8]=1)[NH2:7].[Br:10]N1C(=O)CCC1=O. The catalyst is C(#N)C. The product is [Br:10][C:3]1[C:2]([Cl:1])=[CH:8][C:6]([NH2:7])=[C:5]([F:9])[CH:4]=1. The yield is 0.910. (7) The reactants are [C:1]([O:7]CC)(=O)[CH2:2][C:3]([CH3:5])=O.Cl.[C:11]([NH2:14])(=[NH:13])[CH3:12].[O-]CC.[Na+].C(O)(=O)C. The catalyst is C(O)C. The product is [CH3:12][CH:11]1[NH:14][C:1](=[O:7])[CH2:2][C:3]([CH3:5])=[N:13]1. The yield is 0.600.